This data is from Full USPTO retrosynthesis dataset with 1.9M reactions from patents (1976-2016). The task is: Predict the reactants needed to synthesize the given product. (1) Given the product [NH2:11][CH2:10][C@@:7]1([CH2:14][C:15]([OH:17])=[O:16])[CH2:6][C@H:5]2[C@@H:8]1[CH:9]=[C:3]([CH2:1][CH3:2])[CH2:4]2, predict the reactants needed to synthesize it. The reactants are: [CH2:1]([C:3]1[CH2:4][C@@H:5]2[C@H:8]([CH:9]=1)[C@@:7]([CH2:14][C:15]([O:17]C(C)(C)C)=[O:16])([CH2:10][N+:11]([O-])=O)[CH2:6]2)[CH3:2].[Cl-].[NH4+]. (2) Given the product [C:38]([C:42]1[CH:54]=[CH:53][C:45]([CH2:46][N:47]2[CH2:51][CH2:50][CH:49]([NH:52][C:30]([NH:20][C:19]3[CH:21]=[CH:22][C:16]([O:15][C:6]4[C:5]5[C:10](=[CH:11][C:12]([O:13][CH3:14])=[C:3]([O:2][CH3:1])[CH:4]=5)[N:9]=[CH:8][N:7]=4)=[CH:17][C:18]=3[N+:23]([O-:25])=[O:24])=[O:36])[CH2:48]2)=[CH:44][CH:43]=1)([CH3:41])([CH3:39])[CH3:40], predict the reactants needed to synthesize it. The reactants are: [CH3:1][O:2][C:3]1[CH:4]=[C:5]2[C:10](=[CH:11][C:12]=1[O:13][CH3:14])[N:9]=[CH:8][N:7]=[C:6]2[O:15][C:16]1[CH:22]=[CH:21][C:19]([NH2:20])=[C:18]([N+:23]([O-:25])=[O:24])[CH:17]=1.ClC(Cl)(O[C:30](=[O:36])OC(Cl)(Cl)Cl)Cl.[C:38]([C:42]1[CH:54]=[CH:53][C:45]([CH2:46][N:47]2[CH2:51][CH2:50][CH:49]([NH2:52])[CH2:48]2)=[CH:44][CH:43]=1)([CH3:41])([CH3:40])[CH3:39].C(=O)([O-])O.[Na+]. (3) The reactants are: [N:1]1[CH:6]=[CH:5][CH:4]=[CH:3][C:2]=1[CH2:7][O:8][C:9]1[CH:17]=[CH:16][C:12]([C:13](O)=[O:14])=[CH:11][CH:10]=1.C(Cl)(=O)C([Cl:21])=O. Given the product [N:1]1[CH:6]=[CH:5][CH:4]=[CH:3][C:2]=1[CH2:7][O:8][C:9]1[CH:17]=[CH:16][C:12]([C:13]([Cl:21])=[O:14])=[CH:11][CH:10]=1, predict the reactants needed to synthesize it. (4) Given the product [NH:8]1[C:5]2=[N:6][CH:7]=[C:2]([C:20]#[C:19][CH2:18][NH:17][C:16](=[O:21])[O:15][C:11]([CH3:13])([CH3:12])[CH3:14])[CH:3]=[C:4]2[CH:10]=[N:9]1, predict the reactants needed to synthesize it. The reactants are: Br[C:2]1[CH:3]=[C:4]2[CH:10]=[N:9][NH:8][C:5]2=[N:6][CH:7]=1.[C:11]([O:15][C:16](=[O:21])[NH:17][CH2:18][C:19]#[CH:20])([CH3:14])([CH3:13])[CH3:12].C(N(CC)C(C)C)(C)C.CN(C)C=O. (5) Given the product [CH3:1][C:2]1([CH3:25])[C:6]2[C:7]([O:11][C:12]3[N:17]=[CH:16][C:15]([N:18]4[C:19](=[O:24])[C:20]([CH3:23])([CH3:22])[NH:21][C:27]4=[O:29])=[CH:14][N:13]=3)=[CH:8][CH:9]=[CH:10][C:5]=2[O:4][CH2:3]1, predict the reactants needed to synthesize it. The reactants are: [CH3:1][C:2]1([CH3:25])[C:6]2[C:7]([O:11][C:12]3[N:17]=[CH:16][C:15]([NH:18][C:19](=[O:24])[C:20]([CH3:23])([CH3:22])[NH2:21])=[CH:14][N:13]=3)=[CH:8][CH:9]=[CH:10][C:5]=2[O:4][CH2:3]1.Cl[C:27](Cl)([O:29]C(=O)OC(Cl)(Cl)Cl)Cl. (6) The reactants are: [CH3:1][C:2]1[N:3]=[CH:4][NH:5][CH:6]=1.CC(C)([O-])C.[Li+].CCCCCC.[Br:19][C:20]1[CH:25]=[CH:24][C:23]([C:26]([F:29])([F:28])[F:27])=[CH:22][C:21]=1F.[NH4+].[Cl-]. Given the product [Br:19][C:20]1[CH:21]=[CH:22][C:23]([C:26]([F:27])([F:28])[F:29])=[CH:24][C:25]=1[N:3]1[C:2]([CH3:1])=[CH:6][N:5]=[CH:4]1, predict the reactants needed to synthesize it. (7) Given the product [O:24]=[C:22]([C:21](=[O:27])[NH:20][CH2:10][CH2:11][NH:12][C:13](=[O:19])[C:14](=[O:16])[NH:30][CH2:33][CH2:34][C:5]([O:4][CH2:2][CH3:3])=[O:9])[NH:8][CH2:7][CH2:6][C:5]([O:4][CH2:2][CH3:3])=[O:9], predict the reactants needed to synthesize it. The reactants are: Cl.[CH2:2]([O:4][C:5](=[O:9])[CH2:6][CH2:7][NH2:8])[CH3:3].[CH2:10]([NH:20][C:21](=[O:27])[C:22]([O:24]CC)=O)[CH2:11][NH:12][C:13](=[O:19])[C:14]([O:16]CC)=O.C([N:30]([CH2:33][CH3:34])CC)C.